This data is from Forward reaction prediction with 1.9M reactions from USPTO patents (1976-2016). The task is: Predict the product of the given reaction. Given the reactants [I:1][C:2]1[CH:7]=[CH:6][CH:5]=[CH:4][C:3]=1[CH2:8][C:9]([OH:11])=[O:10].OS(O)(=O)=O.[CH3:17]O, predict the reaction product. The product is: [I:1][C:2]1[CH:7]=[CH:6][CH:5]=[CH:4][C:3]=1[CH2:8][C:9]([O:11][CH3:17])=[O:10].